Regression. Given a peptide amino acid sequence and an MHC pseudo amino acid sequence, predict their binding affinity value. This is MHC class II binding data. From a dataset of Peptide-MHC class II binding affinity with 134,281 pairs from IEDB. (1) The peptide sequence is LVKPGAGIMIFDPYG. The MHC is HLA-DQA10201-DQB10202 with pseudo-sequence HLA-DQA10201-DQB10202. The binding affinity (normalized) is 0.0975. (2) The peptide sequence is ENEGDNACKRTYSDR. The MHC is DRB1_0405 with pseudo-sequence DRB1_0405. The binding affinity (normalized) is 0.